Task: Predict the reaction yield, written as a fraction of the theoretical maximum amount of product (1.0 means a 100% yield; for example, 0.34 means a 34% yield).. Dataset: Reaction yield outcomes from USPTO patents with 853,638 reactions (1) The reactants are [CH3:1][C@@H:2]1[NH:7][CH2:6][CH2:5][N:4]([C:8]([O:10][C:11]([CH3:14])([CH3:13])[CH3:12])=[O:9])[CH2:3]1.[Br:15][C:16]1[CH:21]=[N:20][C:19](Br)=[CH:18][N:17]=1. No catalyst specified. The product is [Br:15][C:16]1[N:17]=[CH:18][C:19]([N:7]2[CH2:6][CH2:5][N:4]([C:8]([O:10][C:11]([CH3:13])([CH3:12])[CH3:14])=[O:9])[CH2:3][C@@H:2]2[CH3:1])=[N:20][CH:21]=1. The yield is 0.190. (2) The reactants are [OH:1][C:2]1[CH:7]=[CH:6][C:5]([C:8]2[C:12]3[CH:13]=[C:14]([CH2:17][O:18][C:19]4[N:24]=[CH:23][C:22]([CH:25]([C:32]#[C:33][CH3:34])[CH2:26][C:27]([O:29][CH2:30][CH3:31])=[O:28])=[CH:21][CH:20]=4)[CH:15]=[CH:16][C:11]=3[S:10][CH:9]=2)=[C:4]([CH3:35])[CH:3]=1.CC1C=CC(S(O[CH2:47][CH:48]2[CH2:52][O:51][C:50]([CH3:54])([CH3:53])[O:49]2)(=O)=O)=CC=1.C([O-])([O-])=O.[Cs+].[Cs+].O. The catalyst is CN(C=O)C. The product is [CH3:53][C:50]1([CH3:54])[O:49][CH:48]([CH2:47][O:1][C:2]2[CH:7]=[CH:6][C:5]([C:8]3[C:12]4[CH:13]=[C:14]([CH2:17][O:18][C:19]5[N:24]=[CH:23][C:22]([CH:25]([C:32]#[C:33][CH3:34])[CH2:26][C:27]([O:29][CH2:30][CH3:31])=[O:28])=[CH:21][CH:20]=5)[CH:15]=[CH:16][C:11]=4[S:10][CH:9]=3)=[C:4]([CH3:35])[CH:3]=2)[CH2:52][O:51]1. The yield is 0.410. (3) The reactants are [CH:1](=O)[C:2]1[CH:11]=[CH:10][C:7]([O:8][CH3:9])=[C:4]([O:5][CH3:6])[CH:3]=1.[C:13]1([C@H:19]([NH2:21])[CH3:20])[CH:18]=[CH:17][CH:16]=[CH:15][CH:14]=1.[H][H]. The catalyst is C(O)(C)C.[C].[Pd].C(N(CC)CC)C. The product is [CH3:6][O:5][C:4]1[CH:3]=[C:2]([CH:11]=[CH:10][C:7]=1[O:8][CH3:9])[CH2:1][NH:21][C@@H:19]([C:13]1[CH:18]=[CH:17][CH:16]=[CH:15][CH:14]=1)[CH3:20]. The yield is 0.930. (4) The reactants are [O:1]=[C:2]1[NH:6][C:5](=[O:7])/[C:4](=[CH:8]/[C:9]2[O:17][C:16]3[C:15]([C:18]4[CH:27]=[CH:26][C:21]([C:22]([O:24]C)=[O:23])=[CH:20][CH:19]=4)=[CH:14][N:13]=[CH:12][C:11]=3[CH:10]=2)/[S:3]1.[OH-].[Na+]. The catalyst is O1CCCC1.CO. The product is [O:1]=[C:2]1[NH:6][C:5](=[O:7])/[C:4](=[CH:8]/[C:9]2[O:17][C:16]3[C:15]([C:18]4[CH:27]=[CH:26][C:21]([C:22]([OH:24])=[O:23])=[CH:20][CH:19]=4)=[CH:14][N:13]=[CH:12][C:11]=3[CH:10]=2)/[S:3]1. The yield is 0.680.